This data is from Reaction yield outcomes from USPTO patents with 853,638 reactions. The task is: Predict the reaction yield, written as a fraction of the theoretical maximum amount of product (1.0 means a 100% yield; for example, 0.34 means a 34% yield). (1) The reactants are [NH2:1][C@H:2]([C:12]([OH:14])=[O:13])[CH2:3][CH2:4][CH2:5][C:6]1[CH:11]=[CH:10][CH:9]=[CH:8][CH:7]=1.OS(O)(=O)=O.[CH3:20][C:21](=[CH2:23])[CH3:22]. The catalyst is O1CCOCC1.CCOCC. The product is [NH2:1][C@H:2]([C:12]([O:14][C:21]([CH3:23])([CH3:22])[CH3:20])=[O:13])[CH2:3][CH2:4][CH2:5][C:6]1[CH:7]=[CH:8][CH:9]=[CH:10][CH:11]=1. The yield is 0.720. (2) The reactants are Br[C:2]1[N:3]=[CH:4][C:5]([NH2:8])=[N:6][CH:7]=1.CC1(C)C(C)(C)OB(B2OC(C)(C)C(C)(C)O2)O1.CC([O-])=O.[K+].C(Cl)Cl.[Br:35][C:36]1[CH:41]=[CH:40][C:39](I)=[C:38]([F:43])[CH:37]=1.C([O-])([O-])=O.[K+].[K+]. The catalyst is O1CCOCC1.C1C=CC(P(C2C=CC=CC=2)[C-]2C=CC=C2)=CC=1.C1C=CC(P(C2C=CC=CC=2)[C-]2C=CC=C2)=CC=1.Cl[Pd]Cl.[Fe+2]. The product is [Br:35][C:36]1[CH:41]=[CH:40][C:39]([C:2]2[N:3]=[CH:4][C:5]([NH2:8])=[N:6][CH:7]=2)=[C:38]([F:43])[CH:37]=1. The yield is 0.150.